From a dataset of Forward reaction prediction with 1.9M reactions from USPTO patents (1976-2016). Predict the product of the given reaction. (1) Given the reactants [Cl:1][C:2]1[CH:3]=[CH:4][CH:5]=[C:6]2[C:11]=1[N:10]=[CH:9][C:8]([S:12](Cl)(=[O:14])=[O:13])=[CH:7]2.[NH:16]1[CH2:21][CH2:20][CH2:19][CH2:18][CH2:17]1, predict the reaction product. The product is: [Cl:1][C:2]1[CH:3]=[CH:4][CH:5]=[C:6]2[C:11]=1[N:10]=[CH:9][C:8]([S:12]([N:16]1[CH2:21][CH2:20][CH2:19][CH2:18][CH2:17]1)(=[O:14])=[O:13])=[CH:7]2. (2) Given the reactants [OH:1][C:2]1[C:9]([N+:10]([O-:12])=[O:11])=[CH:8][C:5]([CH:6]=[O:7])=[CH:4][C:3]=1[O:13]C.[Cl-].[Al+3].[Cl-].[Cl-].N1C=CC=CC=1, predict the reaction product. The product is: [OH:13][C:3]1[CH:4]=[C:5]([CH:8]=[C:9]([N+:10]([O-:12])=[O:11])[C:2]=1[OH:1])[CH:6]=[O:7]. (3) Given the reactants Cl[C:2]1[N:7]=[CH:6][N:5]=[C:4]([NH:8][C:9]2[CH:10]=[N:11][C:12]([N:15]3[CH2:20][CH2:19][N:18]([CH:21]4[CH2:24][O:23][CH2:22]4)[CH2:17][CH2:16]3)=[CH:13][CH:14]=2)[N:3]=1.[O:25]1[CH2:30][CH2:29][CH:28]([O:31][C:32]2[CH:39]=[CH:38][C:37](B3OC(C)(C)C(C)(C)O3)=[CH:36][C:33]=2[C:34]#[N:35])[CH2:27][CH2:26]1.C(=O)([O-])[O-].[Na+].[Na+], predict the reaction product. The product is: [O:23]1[CH2:24][CH:21]([N:18]2[CH2:19][CH2:20][N:15]([C:12]3[N:11]=[CH:10][C:9]([NH:8][C:4]4[N:5]=[CH:6][N:7]=[C:2]([C:37]5[CH:38]=[CH:39][C:32]([O:31][CH:28]6[CH2:29][CH2:30][O:25][CH2:26][CH2:27]6)=[C:33]([CH:36]=5)[C:34]#[N:35])[N:3]=4)=[CH:14][CH:13]=3)[CH2:16][CH2:17]2)[CH2:22]1. (4) Given the reactants [F:1][C:2]1[CH:19]=[CH:18][C:5]([CH2:6][CH:7]2[CH2:12][CH2:11][N:10]([C:13](=[O:17])[C:14]([OH:16])=O)[CH2:9][CH2:8]2)=[CH:4][CH:3]=1.[NH2:20][C:21]1[CH:26]=[CH:25][C:24]([OH:27])=[CH:23][CH:22]=1, predict the reaction product. The product is: [F:1][C:2]1[CH:3]=[CH:4][C:5]([CH2:6][CH:7]2[CH2:8][CH2:9][N:10]([C:13](=[O:17])[C:14]([NH:20][C:21]3[CH:26]=[CH:25][C:24]([OH:27])=[CH:23][CH:22]=3)=[O:16])[CH2:11][CH2:12]2)=[CH:18][CH:19]=1. (5) Given the reactants [CH3:1][N:2]1[C:6]([N+:7]([O-:9])=[O:8])=[CH:5][C:4]([C:10]#[N:11])=[N:3]1.Cl.[NH2:13][OH:14].C(=O)([O-])[O-].[K+].[K+], predict the reaction product. The product is: [OH:14][N:13]=[C:10]([C:4]1[CH:5]=[C:6]([N+:7]([O-:9])=[O:8])[N:2]([CH3:1])[N:3]=1)[NH2:11]. (6) Given the reactants C(OC([N:8]1[CH2:13][CH2:12][N:11]([CH2:14][CH2:15][C:16]2[C:24]3[C:19](=[CH:20][CH:21]=[CH:22][CH:23]=3)[NH:18][C:17]=2[CH3:25])[CH:10]([C:26]2[CH:31]=[CH:30][C:29](/[CH:32]=[CH:33]/[C:34](=[O:37])[NH:35][OH:36])=[CH:28][CH:27]=2)[CH2:9]1)=O)(C)(C)C.Cl, predict the reaction product. The product is: [OH:36][NH:35][C:34](=[O:37])/[CH:33]=[CH:32]/[C:29]1[CH:28]=[CH:27][C:26]([CH:10]2[CH2:9][NH:8][CH2:13][CH2:12][N:11]2[CH2:14][CH2:15][C:16]2[C:24]3[C:19](=[CH:20][CH:21]=[CH:22][CH:23]=3)[NH:18][C:17]=2[CH3:25])=[CH:31][CH:30]=1.